Predict which catalyst facilitates the given reaction. From a dataset of Catalyst prediction with 721,799 reactions and 888 catalyst types from USPTO. Reactant: [CH2:1]([O:8][C:9]1[CH:14]=[CH:13][CH:12]=[C:11]([OH:15])[C:10]=1[C:16](=[O:33])/[CH:17]=[CH:18]/[C:19]1[CH:24]=[CH:23][C:22]([O:25][CH2:26][C:27]2[CH:32]=[CH:31][CH:30]=[CH:29][CH:28]=2)=[CH:21][CH:20]=1)[C:2]1[CH:7]=[CH:6][CH:5]=[CH:4][CH:3]=1.[OH-:34].[Na+].OO.Cl. Product: [CH2:1]([O:8][C:9]1[CH:14]=[CH:13][CH:12]=[C:11]2[C:10]=1[C:16](=[O:33])[C:17]([OH:34])=[C:18]([C:19]1[CH:20]=[CH:21][C:22]([O:25][CH2:26][C:27]3[CH:28]=[CH:29][CH:30]=[CH:31][CH:32]=3)=[CH:23][CH:24]=1)[O:15]2)[C:2]1[CH:7]=[CH:6][CH:5]=[CH:4][CH:3]=1. The catalyst class is: 14.